From a dataset of Forward reaction prediction with 1.9M reactions from USPTO patents (1976-2016). Predict the product of the given reaction. (1) Given the reactants CCN(C(C)C)C(C)C.[C:10]([O:14][C:15]([N:17]1[C@H:22]([C:23]([OH:25])=[O:24])[CH2:21][C@@H:20]2[C@H:18]1[CH2:19]2)=[O:16])([CH3:13])([CH3:12])[CH3:11].Br[CH2:27][C:28]([C:30]1[CH:35]=[CH:34][CH:33]=[C:32]([Br:36])[CH:31]=1)=[O:29], predict the reaction product. The product is: [C@@H:18]12[CH2:19][C@@H:20]1[CH2:21][C@@H:22]([C:23]([O:25][CH2:27][C:28]([C:30]1[CH:35]=[CH:34][CH:33]=[C:32]([Br:36])[CH:31]=1)=[O:29])=[O:24])[N:17]2[C:15]([O:14][C:10]([CH3:13])([CH3:11])[CH3:12])=[O:16]. (2) The product is: [C:19]([O:18][C:16](=[O:17])[CH2:15][N:14]1[C:5]2=[N:6][C:7]([C:10]([O:12][CH3:13])=[O:11])=[CH:8][CH:9]=[C:4]2[C:3]([CH:23]2[CH2:28][CH2:27][CH2:26][CH2:25][CH2:24]2)=[C:2]1[C:29]1[CH:34]=[CH:33][CH:32]=[CH:31][CH:30]=1)([CH3:22])([CH3:21])[CH3:20]. Given the reactants Br[C:2]1[N:14]([CH2:15][C:16]([O:18][C:19]([CH3:22])([CH3:21])[CH3:20])=[O:17])[C:5]2=[N:6][C:7]([C:10]([O:12][CH3:13])=[O:11])=[CH:8][CH:9]=[C:4]2[C:3]=1[CH:23]1[CH2:28][CH2:27][CH2:26][CH2:25][CH2:24]1.[C:29]1(B(O)O)[CH:34]=[CH:33][CH:32]=[CH:31][CH:30]=1.P([O-])([O-])([O-])=O.[K+].[K+].[K+], predict the reaction product. (3) Given the reactants [NH2:1][C:2]1[CH:12]=[CH:11][C:10]([S:13]([C:16]2[CH:21]=[CH:20][C:19]([CH2:22][CH2:23][N:24]([C:41]([O:43][C:44]([CH3:47])([CH3:46])[CH3:45])=[O:42])[CH2:25][C@@H:26]([C:34]3[CH:39]=[CH:38][CH:37]=[C:36]([Cl:40])[CH:35]=3)[O:27][CH:28]3[CH2:33][CH2:32][CH2:31][CH2:30][O:29]3)=[CH:18][CH:17]=2)(=[O:15])=[O:14])=[CH:9][C:3]=1[C:4]([O:6][CH2:7][CH3:8])=[O:5].[H-].[Na+].I[CH2:51][CH2:52][O:53][CH:54]1[CH2:59][CH2:58][CH2:57][CH2:56][O:55]1.O, predict the reaction product. The product is: [C:44]([O:43][C:41]([N:24]([CH2:25][C@@H:26]([C:34]1[CH:39]=[CH:38][CH:37]=[C:36]([Cl:40])[CH:35]=1)[O:27][CH:28]1[CH2:33][CH2:32][CH2:31][CH2:30][O:29]1)[CH2:23][CH2:22][C:19]1[CH:18]=[CH:17][C:16]([S:13]([C:10]2[CH:11]=[CH:12][C:2]([NH:1][CH2:51][CH2:52][O:53][CH:54]3[CH2:59][CH2:58][CH2:57][CH2:56][O:55]3)=[C:3]([CH:9]=2)[C:4]([O:6][CH2:7][CH3:8])=[O:5])(=[O:15])=[O:14])=[CH:21][CH:20]=1)=[O:42])([CH3:46])([CH3:45])[CH3:47]. (4) Given the reactants [F:1][C:2]1[CH:11]=[C:10]2[C:5]([C:6](=[O:13])[NH:7][C:8]([CH3:12])=[N:9]2)=[CH:4][C:3]=1[N:14]1[CH2:19][CH2:18][O:17][CH2:16][CH2:15]1.[N+:20]([C:23]1[O:27][C:26]([CH:28]=O)=[CH:25][CH:24]=1)([O-:22])=[O:21].S(=O)(=O)(O)O, predict the reaction product. The product is: [F:1][C:2]1[CH:11]=[C:10]2[C:5]([C:6](=[O:13])[NH:7][C:8]([CH:12]=[CH:28][C:26]3[O:27][C:23]([N+:20]([O-:22])=[O:21])=[CH:24][CH:25]=3)=[N:9]2)=[CH:4][C:3]=1[N:14]1[CH2:19][CH2:18][O:17][CH2:16][CH2:15]1. (5) Given the reactants [CH3:1][C:2]1[N:7]=[CH:6][C:5]([N:8]([C:16]([O:18][C:19]([CH3:22])([CH3:21])[CH3:20])=[O:17])[C:9]([O:11][C:12]([CH3:15])([CH3:14])[CH3:13])=[O:10])=[CH:4][CH:3]=1.C1C(=O)N([Br:30])C(=O)C1.CC(N=NC(C#N)(C)C)(C#N)C, predict the reaction product. The product is: [C:12]([O:11][C:9]([N:8]([C:5]1[CH:6]=[N:7][C:2]([CH2:1][Br:30])=[CH:3][CH:4]=1)[C:16]([O:18][C:19]([CH3:22])([CH3:21])[CH3:20])=[O:17])=[O:10])([CH3:15])([CH3:13])[CH3:14]. (6) Given the reactants [CH:1]([C:3]1[CH:8]=[CH:7][C:6]([CH:9]([CH3:17])[C:10]([O:12][C:13]([CH3:16])([CH3:15])[CH3:14])=[O:11])=[CH:5][CH:4]=1)=O.[O:18]=[C:19]1[CH2:24][CH2:23][S:22][CH2:21][CH2:20]1.N1CCCCC1.C(O)(=O)C, predict the reaction product. The product is: [O:18]=[C:19]1[CH2:24][CH2:23][S:22][CH2:21][C:20]1=[CH:1][C:3]1[CH:8]=[CH:7][C:6]([CH:9]([CH3:17])[C:10]([O:12][C:13]([CH3:16])([CH3:15])[CH3:14])=[O:11])=[CH:5][CH:4]=1. (7) Given the reactants [C:1]([C:3]1[C:22]([N+:23]([O-])=O)=[CH:21][CH:20]=[CH:19][C:4]=1[O:5][CH2:6][C:7]([NH:10][C:11](=[O:18])[C:12]1[CH:17]=[CH:16][N:15]=[CH:14][CH:13]=1)([CH3:9])[CH3:8])#[N:2].C(O)(=O)C, predict the reaction product. The product is: [NH2:23][C:22]1[C:3]([C:1]#[N:2])=[C:4]([CH:19]=[CH:20][CH:21]=1)[O:5][CH2:6][C:7]([NH:10][C:11](=[O:18])[C:12]1[CH:13]=[CH:14][N:15]=[CH:16][CH:17]=1)([CH3:9])[CH3:8].